From a dataset of Full USPTO retrosynthesis dataset with 1.9M reactions from patents (1976-2016). Predict the reactants needed to synthesize the given product. Given the product [Si:1]([O:18][CH2:19][C:20]1[C:21]([N:35]2[CH2:36][C@H:37]([CH3:42])[O:38][C@H:39]([CH3:41])[CH2:40]2)=[C:22]([F:34])[C:23]2[O:27][N:26]=[C:25]([C:28]([N:47]3[CH2:48][C:45]([F:49])([F:44])[CH2:46]3)=[O:29])[C:24]=2[CH:33]=1)([C:14]([CH3:16])([CH3:15])[CH3:17])([C:2]1[CH:3]=[CH:4][CH:5]=[CH:6][CH:7]=1)[C:8]1[CH:9]=[CH:10][CH:11]=[CH:12][CH:13]=1, predict the reactants needed to synthesize it. The reactants are: [Si:1]([O:18][CH2:19][C:20]1[C:21]([N:35]2[CH2:40][C@H:39]([CH3:41])[O:38][C@H:37]([CH3:42])[CH2:36]2)=[C:22]([F:34])[C:23]2[O:27][N:26]=[C:25]([C:28](OCC)=[O:29])[C:24]=2[CH:33]=1)([C:14]([CH3:17])([CH3:16])[CH3:15])([C:8]1[CH:13]=[CH:12][CH:11]=[CH:10][CH:9]=1)[C:2]1[CH:7]=[CH:6][CH:5]=[CH:4][CH:3]=1.Cl.[F:44][C:45]1([F:49])[CH2:48][NH:47][CH2:46]1.